Task: Regression/Classification. Given a drug SMILES string, predict its absorption, distribution, metabolism, or excretion properties. Task type varies by dataset: regression for continuous measurements (e.g., permeability, clearance, half-life) or binary classification for categorical outcomes (e.g., BBB penetration, CYP inhibition). For this dataset (clearance_microsome_az), we predict log10(clearance) (log10 of the in vitro intrinsic clearance, CLint, in uL/min per mg of human liver microsomal protein, equivalently mL/min/g; values are censored to the assay range of 3 to 150, which is 0.477 to 2.18 on this log10 scale).. Dataset: Microsomal clearance measurements from AstraZeneca (1) The log10(clearance) is 1.88. The compound is CC(=O)Nc1ccc(CNc2[nH]nc3cccc(Oc4ccc(S(C)(=O)=O)cc4)c23)cc1. (2) The drug is O=C(c1cccc(Cc2n[nH]c(=O)c3ccccc23)c1)N1CCN(c2ncccn2)CC1. The log10(clearance) is 2.18.